Dataset: Retrosynthesis with 50K atom-mapped reactions and 10 reaction types from USPTO. Task: Predict the reactants needed to synthesize the given product. (1) Given the product CCCCc1nc(C)n(-c2ncc(O)cn2)c(=O)c1Cc1ccc(-c2ccccc2C#N)cc1, predict the reactants needed to synthesize it. The reactants are: CCCCc1nc(C)n(-c2ncc(OCc3ccccc3)cn2)c(=O)c1Cc1ccc(-c2ccccc2C#N)cc1. (2) Given the product C[Si](C)(C)CCOCn1cc(F)c(=O)n(CCCN2CCN(c3ccc(F)cc3OCC(F)(F)F)CC2)c1=O, predict the reactants needed to synthesize it. The reactants are: C[Si](C)(C)CCOCn1cc(F)c(=O)n(CCCCl)c1=O.Fc1ccc(N2CCNCC2)c(OCC(F)(F)F)c1. (3) Given the product COC(=O)C(CC1CCCC1)c1ccc(C#CCO)cc1, predict the reactants needed to synthesize it. The reactants are: C#CCO.COC(=O)C(CC1CCCC1)c1ccc(I)cc1. (4) Given the product CC(=O)OCOC(=O)N1C(=O)CCc2ccc(OCCCCN3CCN(c4cccc(Cl)c4Cl)CC3)cc21, predict the reactants needed to synthesize it. The reactants are: CC(=O)[O-].O=C1CCc2ccc(OCCCCN3CCN(c4cccc(Cl)c4Cl)CC3)cc2N1C(=O)OCCl. (5) The reactants are: CCI.O=Cc1cccc2[nH]ccc12. Given the product CCn1ccc2c(C=O)cccc21, predict the reactants needed to synthesize it. (6) Given the product COCCOc1cc(CO)cc(OCC2CC2)c1, predict the reactants needed to synthesize it. The reactants are: COCCBr.OCc1cc(O)cc(OCC2CC2)c1. (7) Given the product COC(=O)[C@H](Cc1ccccc1)Oc1c(Br)cc(-c2c3ccccc3c(Br)c3sc4ccccc4c23)cc1Br, predict the reactants needed to synthesize it. The reactants are: COC(=O)[C@H](O)Cc1ccccc1.Oc1c(Br)cc(-c2c3ccccc3c(Br)c3sc4ccccc4c23)cc1Br.